This data is from Full USPTO retrosynthesis dataset with 1.9M reactions from patents (1976-2016). The task is: Predict the reactants needed to synthesize the given product. (1) Given the product [CH3:25][O:24][N:23]=[C:21]([C:18]1[N:17]=[C:16]2[N:12]([CH2:11][C:7]3[CH:6]=[C:5]4[C:10](=[CH:9][CH:8]=3)[N:1]=[CH:2][CH:3]=[CH:4]4)[N:13]=[N:14][C:15]2=[CH:20][CH:19]=1)[CH3:22], predict the reactants needed to synthesize it. The reactants are: [N:1]1[C:10]2[C:5](=[CH:6][C:7]([CH2:11][N:12]3[C:16]4=[N:17][C:18]([C:21](=[N:23][OH:24])[CH3:22])=[CH:19][CH:20]=[C:15]4[N:14]=[N:13]3)=[CH:8][CH:9]=2)[CH:4]=[CH:3][CH:2]=1.[C:25]([O-])(=O)C.[Na+].Cl.O(N)C. (2) Given the product [Br:29][CH2:30][C:31]([N:24]1[CH2:25][CH2:26][C:3]2[C:4]3[C:12](=[CH:13][CH:14]=[C:10]([CH2:9][C:15]4[CH:20]=[CH:19][CH:18]=[C:17]([OH:21])[CH:16]=4)[CH:5]=3)[NH:11][C:28]=2[CH2:27]1)=[O:32], predict the reactants needed to synthesize it. The reactants are: CC1[CH:3]=[C:4]2[C:12](=[CH:13][CH:14]=1)[NH:11][C:10]1[CH:9]([C:15]3[CH:20]=[CH:19][CH:18]=[C:17]([OH:21])[CH:16]=3)NCC[C:5]2=1.CC[N:24]([CH2:27][CH3:28])[CH2:25][CH3:26].[Br:29][CH2:30][C:31](Br)=[O:32]. (3) Given the product [CH3:35][CH2:34][NH:33][CH2:32][C:28]1[CH:29]=[CH:30][CH:31]=[C:26]([CH2:25][NH2:24])[C:27]=1[CH2:2][CH2:1][CH2:3][CH2:6][CH2:7][CH3:8], predict the reactants needed to synthesize it. The reactants are: [CH2:1]([CH:3]([CH2:6][CH2:7][CH2:8]C)C=O)[CH3:2].C1C=C(CN)C=C(CN)C=1.C(C(CCCC)C[NH:24][CH2:25][C:26]1[CH:31]=[CH:30][CH:29]=[C:28]([CH2:32][NH:33][CH2:34][CH:35](CC)CCCC)[CH:27]=1)C. (4) Given the product [CH2:30]([C:21]1([C:24]([O:26][CH3:27])=[O:25])[CH2:20][CH2:19][CH:18]([C:15]2[CH:14]=[CH:13][C:12]([Cl:11])=[CH:17][CH:16]=2)[CH2:23][CH2:22]1)[CH:29]=[CH2:28], predict the reactants needed to synthesize it. The reactants are: C[Si](C)(C)[N-][Si](C)(C)C.[Li+].[Cl:11][C:12]1[CH:17]=[CH:16][C:15]([CH:18]2[CH2:23][CH2:22][CH:21]([C:24]([O:26][CH3:27])=[O:25])[CH2:20][CH2:19]2)=[CH:14][CH:13]=1.[CH2:28](Br)[CH:29]=[CH2:30]. (5) Given the product [C:12]([OH:14])(=[O:13])[CH2:10][CH2:8][CH2:6][CH2:4][C:3]([OH:15])=[O:2], predict the reactants needed to synthesize it. The reactants are: O.[O:2]=[C:3]([OH:15])[C@@H:4]([C@H:6]([C@@H:8]([C@@H:10]([C:12]([OH:14])=[O:13])O)O)O)O.[H][H]. (6) Given the product [CH3:10][C:1]1[CH:6]=[CH:5][C:4]([NH:28][C:23]2[C:22]([NH:21][C:19](=[O:20])[C:18]3[CH:29]=[CH:30][C:15]([C:11]([CH3:14])([CH3:12])[CH3:13])=[CH:16][CH:17]=3)=[CH:27][CH:26]=[CH:25][CH:24]=2)=[CH:3][CH:2]=1, predict the reactants needed to synthesize it. The reactants are: [C:1]1([CH3:10])[CH:6]=[CH:5][C:4](C(Cl)=O)=[CH:3][CH:2]=1.[C:11]([C:15]1[CH:30]=[CH:29][C:18]([C:19]([NH:21][C:22]2[C:23]([NH2:28])=[CH:24][CH:25]=[CH:26][CH:27]=2)=[O:20])=[CH:17][CH:16]=1)([CH3:14])([CH3:13])[CH3:12]. (7) Given the product [CH2:19]([N:21]([S:22]([C:25]1[CH:26]=[CH:27][C:28]([F:31])=[CH:29][CH:30]=1)(=[O:24])=[O:23])[CH2:32][C:33]([NH:13][CH2:12][C:11]1[CH:14]=[CH:15][CH:16]=[C:9]([C:6]2[CH:5]=[CH:4][C:3]([C:2]([F:17])([F:1])[F:18])=[CH:8][N:7]=2)[CH:10]=1)=[O:34])[CH3:20], predict the reactants needed to synthesize it. The reactants are: [F:1][C:2]([F:18])([F:17])[C:3]1[CH:4]=[CH:5][C:6]([C:9]2[CH:10]=[C:11]([CH:14]=[CH:15][CH:16]=2)[CH2:12][NH2:13])=[N:7][CH:8]=1.[CH2:19]([N:21]([CH2:32][C:33](O)=[O:34])[S:22]([C:25]1[CH:30]=[CH:29][C:28]([F:31])=[CH:27][CH:26]=1)(=[O:24])=[O:23])[CH3:20].CN(C(ON1N=NC2C=CC=NC1=2)=[N+](C)C)C.F[P-](F)(F)(F)(F)F.C(N(CC)C(C)C)(C)C.OS([O-])(=O)=O.[K+].